Dataset: Full USPTO retrosynthesis dataset with 1.9M reactions from patents (1976-2016). Task: Predict the reactants needed to synthesize the given product. (1) Given the product [Cl:1][C:2]1[CH:7]=[C:6]([O:11][C:12]2[CH:21]=[C:20]3[C:15]([CH2:16][CH2:17][CH:18]([C:22]([OH:24])=[O:23])[CH2:19]3)=[CH:14][CH:13]=2)[CH:5]=[CH:4][N:3]=1, predict the reactants needed to synthesize it. The reactants are: [Cl:1][C:2]1[CH:7]=[C:6]([N+]([O-])=O)[CH:5]=[CH:4][N:3]=1.[OH:11][C:12]1[CH:21]=[C:20]2[C:15]([CH2:16][CH2:17][CH:18]([C:22]([OH:24])=[O:23])[CH2:19]2)=[CH:14][CH:13]=1.C(=O)([O-])[O-].[Cs+].[Cs+]. (2) Given the product [F:10][C:11]1[CH:12]=[C:13]2[C:17](=[CH:18][CH:19]=1)[NH:16][C:15](=[O:20])/[C:14]/2=[CH:8]\[C:5]1[Se:6][CH:7]=[C:3]([CH2:2][OH:1])[CH:4]=1, predict the reactants needed to synthesize it. The reactants are: [OH:1][CH2:2][C:3]1[CH:4]=[C:5]([CH:8]=O)[Se:6][CH:7]=1.[F:10][C:11]1[CH:12]=[C:13]2[C:17](=[CH:18][CH:19]=1)[NH:16][C:15](=[O:20])[CH2:14]2.[Se]1C=CC=C1C=O.